Dataset: Reaction yield outcomes from USPTO patents with 853,638 reactions. Task: Predict the reaction yield, written as a fraction of the theoretical maximum amount of product (1.0 means a 100% yield; for example, 0.34 means a 34% yield). (1) The reactants are [CH2:1]([C:8]1[CH:13]=[CH:12][C:11](/[CH:14]=[CH:15]/[N+:16]([O-:18])=[O:17])=[CH:10][N:9]=1)[C:2]1[CH:7]=[CH:6][CH:5]=[CH:4][CH:3]=1.C(O)(=O)C.[BH4-].[Na+]. The catalyst is CS(C)=O. The product is [CH2:1]([C:8]1[CH:13]=[CH:12][C:11]([CH2:14][CH2:15][N+:16]([O-:18])=[O:17])=[CH:10][N:9]=1)[C:2]1[CH:7]=[CH:6][CH:5]=[CH:4][CH:3]=1. The yield is 0.220. (2) The reactants are [O:1]=[C:2]1[C:10]2[C:5](=[CH:6][CH:7]=[CH:8][CH:9]=2)[C:4](=[O:11])[N:3]1[CH2:12][CH2:13][O:14][CH2:15][CH2:16][O:17][CH2:18][CH2:19][O:20][CH2:21][CH2:22][C:23]([O:25]C(C)(C)C)=[O:24]. The catalyst is FC(F)(F)C(O)=O. The product is [O:1]=[C:2]1[C:10]2[C:5](=[CH:6][CH:7]=[CH:8][CH:9]=2)[C:4](=[O:11])[N:3]1[CH2:12][CH2:13][O:14][CH2:15][CH2:16][O:17][CH2:18][CH2:19][O:20][CH2:21][CH2:22][C:23]([OH:25])=[O:24]. The yield is 0.840.